This data is from Full USPTO retrosynthesis dataset with 1.9M reactions from patents (1976-2016). The task is: Predict the reactants needed to synthesize the given product. (1) Given the product [ClH:1].[CH3:8][O:9][C:10]([C:12]1([NH:18][C:19]([C:21]2[CH:26]=[CH:25][C:24]([N:27]3[CH2:32][CH2:31][N:30]([CH2:33][CH2:34][CH3:35])[CH2:29][CH2:28]3)=[CH:23][CH:22]=2)=[O:20])[CH2:17][CH2:16][CH2:15][CH2:14][CH2:13]1)=[O:11], predict the reactants needed to synthesize it. The reactants are: [ClH:1].C(OCC)(=O)C.[CH3:8][O:9][C:10]([C:12]1([NH:18][C:19]([C:21]2[CH:26]=[CH:25][C:24]([N:27]3[CH2:32][CH2:31][N:30]([CH2:33][CH2:34][CH3:35])[CH2:29][CH2:28]3)=[CH:23][CH:22]=2)=[O:20])[CH2:17][CH2:16][CH2:15][CH2:14][CH2:13]1)=[O:11]. (2) Given the product [O:42]=[C:43]1[CH:48]([N:49]2[C:57](=[O:58])[C:56]3[C:51](=[CH:52][CH:53]=[CH:54][C:55]=3[NH:1][CH2:2][CH2:3][O:4][CH2:5][CH2:6][O:7][CH2:8][CH2:9][O:10][CH2:11][CH2:12][CH2:13][O:14][C:15]3[CH:16]=[CH:17][C:18]([N:21]4[C:25]([CH3:27])([CH3:26])[C:24](=[O:28])[N:23]([C:29]5[CH:36]=[CH:35][C:32]([C:33]#[N:34])=[C:31]([C:37]([F:39])([F:38])[F:40])[CH:30]=5)[C:22]4=[S:41])=[CH:19][CH:20]=3)[C:50]2=[O:60])[CH2:47][CH2:46][C:45](=[O:61])[NH:44]1, predict the reactants needed to synthesize it. The reactants are: [NH2:1][CH2:2][CH2:3][O:4][CH2:5][CH2:6][O:7][CH2:8][CH2:9][O:10][CH2:11][CH2:12][CH2:13][O:14][C:15]1[CH:20]=[CH:19][C:18]([N:21]2[C:25]([CH3:27])([CH3:26])[C:24](=[O:28])[N:23]([C:29]3[CH:36]=[CH:35][C:32]([C:33]#[N:34])=[C:31]([C:37]([F:40])([F:39])[F:38])[CH:30]=3)[C:22]2=[S:41])=[CH:17][CH:16]=1.[O:42]=[C:43]1[CH:48]([N:49]2[C:57](=[O:58])[C:56]3[C:51](=[CH:52][CH:53]=[CH:54][C:55]=3F)[C:50]2=[O:60])[CH2:47][CH2:46][C:45](=[O:61])[NH:44]1.C(N(C(C)C)C(C)C)C. (3) Given the product [CH3:52][CH2:51][CH2:50][CH2:49][C:53]1[N:57]([CH2:2][C:3]2[CH:4]=[CH:5][C:6]([C:9]3[CH:14]=[CH:13][CH:12]=[CH:11][C:10]=3[C:15]3[N:16]=[N:17][NH:18][N:19]=3)=[CH:7][CH:8]=2)[C:56](=[O:58])[C:55]2([CH2:62][CH2:61][CH2:60][CH2:59]2)[N:54]=1, predict the reactants needed to synthesize it. The reactants are: Br[CH2:2][C:3]1[CH:8]=[CH:7][C:6]([C:9]2[CH:14]=[CH:13][CH:12]=[CH:11][C:10]=2[C:15]2[N:19](C(C3C=CC=CC=3)(C3C=CC=CC=3)C3C=CC=CC=3)[N:18]=[N:17][N:16]=2)=[CH:5][CH:4]=1.C1(C)C=CC=CC=1.[OH-].[K+].Cl.[CH2:49]([C:53]1[NH:57][C:56](=[O:58])[C:55]2([CH2:62][CH2:61][CH2:60][CH2:59]2)[N:54]=1)[CH2:50][CH2:51][CH3:52]. (4) Given the product [CH2:41]([C@:5]1([OH:4])[C:38]2[CH:37]=[C:36]3[N:11]([CH2:12][C:13]4[C:14]3=[N:15][C:16]3[C:17]5[C:18]=4[N:19]([CH2:31][CH2:32][CH2:33][CH2:34][CH3:35])[C:20]([CH2:26][OH:27])=[N:21][C:22]=5[CH:23]=[CH:24][CH:25]=3)[C:10](=[O:39])[C:9]=2[CH2:8][O:7][C:6]1=[O:40])[CH3:42], predict the reactants needed to synthesize it. The reactants are: C([O:4][C@@:5]1([CH2:41][CH3:42])[C:38]2[CH:37]=[C:36]3[N:11]([CH2:12][C:13]4[C:14]3=[N:15][C:16]3[C:17]5[C:18]=4[N:19]([CH2:31][CH2:32][CH2:33][CH2:34][CH3:35])[C:20]([CH2:26][O:27]C(=O)C)=[N:21][C:22]=5[CH:23]=[CH:24][CH:25]=3)[C:10](=[O:39])[C:9]=2[CH2:8][O:7][C:6]1=[O:40])(=O)C.NN.Cl.